From a dataset of Forward reaction prediction with 1.9M reactions from USPTO patents (1976-2016). Predict the product of the given reaction. (1) Given the reactants [S:1]([O-:6])(O[O-])(=O)=[O:2].[K+].[K+].CS[C:11]1[CH:12]=[C:13]([CH:35]=[CH:36][CH:37]=1)[CH2:14][C:15]1[S:19][C:18]([NH:20][C:21](=[O:23])[CH3:22])=[N:17][C:16]=1/[CH:24]=[CH:25]/[C:26]1[CH:31]=[CH:30][C:29]([N+:32]([O-:34])=[O:33])=[CH:28][CH:27]=1.[CH3:38]SC1C=C(C=CC=1)CC1SC(NC(=O)C)=NC=1/C=C\C1C=CC([N+]([O-])=O)=CC=1, predict the reaction product. The product is: [CH3:38][S:1]([C:11]1[CH:12]=[C:13]([CH:35]=[CH:36][CH:37]=1)[CH2:14][C:15]1[S:19][C:18]([NH:20][C:21](=[O:23])[CH3:22])=[N:17][C:16]=1/[CH:24]=[CH:25]\[C:26]1[CH:27]=[CH:28][C:29]([N+:32]([O-:34])=[O:33])=[CH:30][CH:31]=1)(=[O:6])=[O:2]. (2) Given the reactants Br[C:2]1[CH:7]=[CH:6][CH:5]=[CH:4][C:3]=1[CH2:8][C:9]([O:11][CH3:12])=[O:10].[CH3:13][O:14][C:15]1[N:20]=[CH:19][C:18](B(O)O)=[CH:17][CH:16]=1.[F-].[Cs+].COCCOC, predict the reaction product. The product is: [CH3:13][O:14][C:15]1[N:20]=[CH:19][C:18]([C:2]2[CH:7]=[CH:6][CH:5]=[CH:4][C:3]=2[CH2:8][C:9]([O:11][CH3:12])=[O:10])=[CH:17][CH:16]=1. (3) Given the reactants [Cl:1][C:2]1[CH:3]=[C:4]2[C:8](=[CH:9][CH:10]=1)[NH:7][CH:6]=[C:5]2[CH2:11][CH2:12][NH:13][C:14](=[O:23])[C:15]1[CH:20]=[CH:19][C:18]([CH2:21]Cl)=[CH:17][CH:16]=1.[C:24]([C:26]1[CH:31]=[CH:30][C:29](B(O)O)=[CH:28][CH:27]=1)#[N:25].C(=O)([O-])[O-].[Na+].[Na+].[I-].[Na+], predict the reaction product. The product is: [Cl:1][C:2]1[CH:3]=[C:4]2[C:8](=[CH:9][CH:10]=1)[NH:7][CH:6]=[C:5]2[CH2:11][CH2:12][NH:13][C:14](=[O:23])[C:15]1[CH:20]=[CH:19][C:18]([CH2:21][C:29]2[CH:30]=[CH:31][C:26]([C:24]#[N:25])=[CH:27][CH:28]=2)=[CH:17][CH:16]=1. (4) Given the reactants [CH3:1][N:2]1[C:6]([C:7]([O:9][CH2:10][CH3:11])=[O:8])=[C:5]([C:12]([F:15])([F:14])[F:13])[C:4]([C:16](OCC)=[O:17])=[N:3]1.[H-].C([Al+]CC(C)C)C(C)C.O, predict the reaction product. The product is: [OH:17][CH2:16][C:4]1[C:5]([C:12]([F:13])([F:14])[F:15])=[C:6]([C:7]([O:9][CH2:10][CH3:11])=[O:8])[N:2]([CH3:1])[N:3]=1. (5) Given the reactants [Cl:1][C:2]1[CH:7]=[CH:6][C:5]([S:8]([N:11]2[C:20]3[C:15](=[CH:16][CH:17]=[CH:18][CH:19]=3)[CH2:14][CH2:13][CH2:12]2)(=[O:10])=[O:9])=[CH:4][C:3]=1[NH:21][C:22](=[O:34])[C:23]1[C:28]([N+:29]([O-:31])=[O:30])=[CH:27][CH:26]=[CH:25][C:24]=1[CH2:32][OH:33].C(N(CC)CC)C.[C:42]([Si:46](Cl)([CH3:48])[CH3:47])([CH3:45])([CH3:44])[CH3:43].O, predict the reaction product. The product is: [Si:46]([O:33][CH2:32][C:24]1[CH:25]=[CH:26][CH:27]=[C:28]([N+:29]([O-:31])=[O:30])[C:23]=1[C:22]([NH:21][C:3]1[CH:4]=[C:5]([S:8]([N:11]2[C:20]3[C:15](=[CH:16][CH:17]=[CH:18][CH:19]=3)[CH2:14][CH2:13][CH2:12]2)(=[O:9])=[O:10])[CH:6]=[CH:7][C:2]=1[Cl:1])=[O:34])([C:42]([CH3:45])([CH3:44])[CH3:43])([CH3:48])[CH3:47]. (6) Given the reactants [Cl:1][C:2]1[CH:7]=[CH:6][CH:5]=[C:4]([Cl:8])[C:3]=1[CH2:9][S:10]([C:13]1[CH:14]=[C:15]2[C:19](=[CH:20][CH:21]=1)[NH:18][C:17](=[O:22])/[C:16]/2=[CH:23]\[C:24]1[NH:28][C:27]([CH3:29])=[C:26]([CH2:30][C:31](O)=[O:32])[C:25]=1[CH3:34])(=[O:12])=[O:11].C1C=CC2N(O)N=NC=2C=1.CCN=C=NCCCN(C)C.[NH2:56][CH2:57][CH:58]([OH:64])[CH2:59][NH:60][CH:61]1[CH2:63][CH2:62]1, predict the reaction product. The product is: [CH:61]1([NH:60][CH2:59][CH:58]([OH:64])[CH2:57][NH:56][C:31](=[O:32])[CH2:30][C:26]2[C:25]([CH3:34])=[C:24](/[CH:23]=[C:16]3\[C:17](=[O:22])[NH:18][C:19]4[C:15]\3=[CH:14][C:13]([S:10]([CH2:9][C:3]3[C:4]([Cl:8])=[CH:5][CH:6]=[CH:7][C:2]=3[Cl:1])(=[O:11])=[O:12])=[CH:21][CH:20]=4)[NH:28][C:27]=2[CH3:29])[CH2:63][CH2:62]1. (7) Given the reactants Cl[C:2]([O:4][CH2:5][CH3:6])=[O:3].[NH2:7][C:8]1[CH:13]=[CH:12][CH:11]=[CH:10][C:9]=1[C:14]1[CH:19]=[CH:18][CH:17]=[CH:16][CH:15]=1.N1C=CC=CC=1.[OH-].[Na+], predict the reaction product. The product is: [CH2:5]([O:4][C:2]([NH:7][C:8]1[CH:13]=[CH:12][CH:11]=[CH:10][C:9]=1[C:14]1[CH:15]=[CH:16][CH:17]=[CH:18][CH:19]=1)=[O:3])[CH3:6]. (8) Given the reactants C(OC([NH:8][C@@H:9]1[CH2:11][C@H:10]1[C:12]1[CH:21]=[CH:20][C:15]([C:16]([O:18][CH3:19])=[O:17])=[CH:14][CH:13]=1)=O)(C)(C)C.[ClH:22].C(OCC)(=O)C, predict the reaction product. The product is: [ClH:22].[NH2:8][C@@H:9]1[CH2:11][C@H:10]1[C:12]1[CH:21]=[CH:20][C:15]([C:16]([O:18][CH3:19])=[O:17])=[CH:14][CH:13]=1. (9) Given the reactants N[C@@H]1CCCC2C=C(CO)C=CC1=2.[H-].[H-].[H-].[H-].[Li+].[Al+3].[CH3:20][O:21][C:22]([C:24]1[CH:33]=[CH:32][C:31]2[CH:30]([N:34]=[N+:35]=[N-:36])[CH2:29][CH2:28][CH2:27][C:26]=2[CH:25]=1)=[O:23].[OH-].[Na+], predict the reaction product. The product is: [CH3:20][O:21][C:22]([C:24]1[CH:33]=[CH:32][C:31]2[C@H:30]([N:34]=[N+:35]=[N-:36])[CH2:29][CH2:28][CH2:27][C:26]=2[CH:25]=1)=[O:23]. (10) The product is: [CH2:36]([N:38]1[CH:42]=[CH:41][C:40]([CH2:43][NH:1][C:2]2[CH:3]=[CH:4][N:5]([CH3:27])[C:6]3[C:7]=2[CH:8]=[CH:9][C:10]2[N:19]([C:20]4[CH:21]=[CH:22][C:23]([F:26])=[CH:24][CH:25]=4)[CH2:18][CH:17]=[C:12]4[NH:13][C:14](=[O:16])[C:15]=3[C:11]=24)=[N:39]1)[CH3:37]. Given the reactants [NH2:1][C:2]1[CH:3]=[CH:4][N:5]([CH3:27])[C:6]2[C:7]=1[CH:8]=[CH:9][C:10]1[N:19]([C:20]3[CH:25]=[CH:24][C:23]([F:26])=[CH:22][CH:21]=3)[CH2:18][CH:17]=[C:12]3[NH:13][C:14](=[O:16])[C:15]=2[C:11]=13.C(O)(=O)C.C([BH3-])#N.[Na+].[CH2:36]([N:38]1[CH:42]=[CH:41][C:40]([CH:43]=O)=[N:39]1)[CH3:37], predict the reaction product.